Dataset: Full USPTO retrosynthesis dataset with 1.9M reactions from patents (1976-2016). Task: Predict the reactants needed to synthesize the given product. (1) Given the product [Cl:66][C:64]1[CH:63]=[CH:62][C:74]([O:76][CH:77]2[CH2:78][N:9]([C:14](=[O:39])[CH:15]([NH:20][C:21](=[O:38])[CH:22]([CH:32]3[CH2:37][CH2:36][CH2:35][CH2:34][CH2:33]3)[NH:23][C:24]([C:26]3[CH:31]=[N:30][CH:29]=[CH:28][N:27]=3)=[O:25])[C:16]([CH3:18])([CH3:17])[CH3:19])[CH:8]([C:6]([OH:5])=[O:7])[CH2:12]2)=[N:67][CH:65]=1, predict the reactants needed to synthesize it. The reactants are: C([O:5][C:6]([CH:8]1[CH2:12]C(O)C[N:9]1[C:14](=[O:39])[CH:15]([NH:20][C:21](=[O:38])[CH:22]([CH:32]1[CH2:37][CH2:36][CH2:35][CH2:34][CH2:33]1)[NH:23][C:24]([C:26]1[CH:31]=[N:30][CH:29]=[CH:28][N:27]=1)=[O:25])[C:16]([CH3:19])([CH3:18])[CH3:17])=[O:7])(C)(C)C.C1(P(C2C=CC=CC=2)C2C=CC=CC=2)C=CC=CC=1.OC1[CH:65]=[C:64]([Cl:66])[CH:63]=[CH:62]N=1.[N:67]([C:74]([O:76][CH2:77][CH3:78])=O)=[N:67][C:74]([O:76][CH2:77][CH3:78])=O.FC(F)(F)C(O)=O. (2) Given the product [Br:22][C:6]1[S:5][C:4]([CH:7]2[CH2:8][CH2:9][N:10]([C:13]([O:15][C:16]([CH3:19])([CH3:18])[CH3:17])=[O:14])[CH2:11][CH2:12]2)=[CH:3][C:2]=1[CH3:1], predict the reactants needed to synthesize it. The reactants are: [CH3:1][C:2]1[CH:3]=[C:4]([CH:7]2[CH2:12][CH2:11][N:10]([C:13]([O:15][C:16]([CH3:19])([CH3:18])[CH3:17])=[O:14])[CH2:9][CH2:8]2)[S:5][CH:6]=1.CO.[Br:22]N1C(=O)CCC1=O. (3) Given the product [Br:1][C:2]1[CH:3]=[C:4]([NH:12][C:15](=[O:16])[CH3:14])[CH:5]=[C:6]([C:8]([F:10])([F:11])[F:9])[CH:7]=1, predict the reactants needed to synthesize it. The reactants are: [Br:1][C:2]1[CH:3]=[C:4]([NH2:12])[CH:5]=[C:6]([C:8]([F:11])([F:10])[F:9])[CH:7]=1.O.[CH3:14][C:15](O)=[O:16]. (4) Given the product [Cl:35][C:36](=[CH2:37])[CH2:38][O:1][C:2]1[C:11]([CH3:12])=[C:10]2[C:5]([C:6]([CH3:26])=[C:7]([CH2:14][N:15]3[C:16](=[O:25])[C:17]4=[CH:24][CH:23]=[CH:22][CH:21]=[C:18]4[C:19]3=[O:20])[C:8](=[O:13])[O:9]2)=[CH:4][CH:3]=1, predict the reactants needed to synthesize it. The reactants are: [OH:1][C:2]1[C:11]([CH3:12])=[C:10]2[C:5]([C:6]([CH3:26])=[C:7]([CH2:14][N:15]3[C:19](=[O:20])[C:18]4=[CH:21][CH:22]=[CH:23][CH:24]=[C:17]4[C:16]3=[O:25])[C:8](=[O:13])[O:9]2)=[CH:4][CH:3]=1.C(=O)([O-])[O-].[K+].[K+].[I-].[K+].[Cl:35][C:36]([CH2:38]Cl)=[CH2:37]. (5) Given the product [F:18][C:2]([F:1])([F:17])[C:3]([N:5]1[CH2:6][CH2:7][N:8]([C:11]2[CH:16]=[CH:15][C:14]([S:20]([Cl:19])(=[O:22])=[O:21])=[CH:13][CH:12]=2)[CH2:9][CH2:10]1)=[O:4], predict the reactants needed to synthesize it. The reactants are: [F:1][C:2]([F:18])([F:17])[C:3]([N:5]1[CH2:10][CH2:9][N:8]([C:11]2[CH:16]=[CH:15][CH:14]=[CH:13][CH:12]=2)[CH2:7][CH2:6]1)=[O:4].[Cl:19][S:20](O)(=[O:22])=[O:21]. (6) The reactants are: [Cl:1][C:2]1[CH:10]=[CH:9][CH:8]=[C:7]2[C:3]=1[C:4]1([CH2:15][O:14][C:13]3[CH:16]=[C:17]4[C:21](=[CH:22][C:12]1=3)[CH2:20][CH2:19][O:18]4)[C:5](=[O:11])[NH:6]2.Br[CH2:24][C:25]1[O:26][C:27]([C:30]([F:33])([F:32])[F:31])=[CH:28][CH:29]=1.BrCC1CCCCO1. Given the product [Cl:1][C:2]1[CH:10]=[CH:9][CH:8]=[C:7]2[C:3]=1[C:4]1([CH2:15][O:14][C:13]3[CH:16]=[C:17]4[C:21](=[CH:22][C:12]1=3)[CH2:20][CH2:19][O:18]4)[C:5](=[O:11])[N:6]2[CH2:24][C:25]1[O:26][C:27]([C:30]([F:33])([F:32])[F:31])=[CH:28][CH:29]=1, predict the reactants needed to synthesize it. (7) Given the product [Si:18]([O:17][CH:12]1[CH2:11][CH2:10][CH:9]([C:3]2[CH:4]=[CH:5][CH:6]=[C:7]([F:8])[C:2]=2[F:1])[CH2:15][CH2:14][CH:13]1[OH:16])([C:21]([CH3:24])([CH3:23])[CH3:22])([CH3:20])[CH3:19], predict the reactants needed to synthesize it. The reactants are: [F:1][C:2]1[C:7]([F:8])=[CH:6][CH:5]=[CH:4][C:3]=1[CH:9]1[CH2:15][CH2:14][CH:13]([OH:16])[CH:12]([OH:17])[CH2:11][CH2:10]1.[Si:18](Cl)([C:21]([CH3:24])([CH3:23])[CH3:22])([CH3:20])[CH3:19].N1C=CN=C1.CCCCCC.CCOC(C)=O. (8) Given the product [F:15][C:4]1[C:3]([CH2:2][C:16]#[N:17])=[C:12]2[C:7](=[CH:6][CH:5]=1)[N:8]=[CH:9][C:10]([O:13][CH3:14])=[N:11]2, predict the reactants needed to synthesize it. The reactants are: Br[CH2:2][C:3]1[C:4]([F:15])=[CH:5][CH:6]=[C:7]2[C:12]=1[N:11]=[C:10]([O:13][CH3:14])[CH:9]=[N:8]2.[C-:16]#[N:17].[K+]. (9) Given the product [CH2:27]([C@@H:17]1[N:16]([C:14]([C:11]2[CH:10]=[C:9]([C:4]3[CH:5]=[CH:6][C:7]([CH3:31])=[CH:2][CH:3]=3)[O:13][N:12]=2)=[O:15])[CH2:21][C@H:20]([CH2:22][CH:23]([CH3:25])[CH3:24])[NH:19][C:18]1=[O:26])[CH:28]([CH3:30])[CH3:29], predict the reactants needed to synthesize it. The reactants are: F[C:2]1[CH:3]=[C:4]([C:9]2[O:13][N:12]=[C:11]([C:14]([N:16]3[CH2:21][C@H:20]([CH2:22][CH:23]([CH3:25])[CH3:24])[NH:19][C:18](=[O:26])[C@@H:17]3[CH2:27][CH:28]([CH3:30])[CH3:29])=[O:15])[CH:10]=2)[CH:5]=[CH:6][C:7]=1F.[CH2:31]([C@@H]1NC[C@H](CC(C)C)NC1=O)C(C)C.C1(C)C=CC(C2ON=C(C(O)=O)C=2)=CC=1.